Task: Regression. Given a target protein amino acid sequence and a drug SMILES string, predict the binding affinity score between them. We predict pKd (pKd = -log10(Kd in M); higher means stronger binding). Dataset: bindingdb_kd.. Dataset: Drug-target binding data from BindingDB using Kd measurements (1) The small molecule is COc1ccc(F)c(F)c1C(=O)c1cnc(NC2CCN(S(C)(=O)=O)CC2)nc1N. The target protein (Q14012) has sequence MLGAVEGPRWKQAEDIRDIYDFRDVLGTGAFSEVILAEDKRTQKLVAIKCIAKEALEGKEGSMENEIAVLHKIKHPNIVALDDIYESGGHLYLIMQLVSGGELFDRIVEKGFYTERDASRLIFQVLDAVKYLHDLGIVHRDLKPENLLYYSLDEDSKIMISDFGLSKMEDPGSVLSTACGTPGYVAPEVLAQKPYSKAVDCWSIGVIAYILLCGYPPFYDENDAKLFEQILKAEYEFDSPYWDDISDSAKDFIRHLMEKDPEKRFTCEQALQHPWIAGDTALDKNIHQSVSEQIKKNFAKSKWKQAFNATAVVRHMRKLQLGTSQEGQGQTASHGELLTPVAGGPAAGCCCRDCCVEPGTELSPTLPHQL. The pKd is 5.0. (2) The small molecule is O=C(NCC(c1ccccc1)n1ccnc1)c1cnc[nH]1. The target protein sequence is MLLEVAIFLLTALALYSFYFVKSFNVTRPTDPPVYPVTVPILGHIIQFGKSPLGFMQECKRQLKSGIFTINIVGKRVTIVGDPHEHSRFFLPRNEVLSPREVYSFMVPVFGEGVAYAAPYPRMREQLNFLAEELTIAKFQNFVPAIQHEVRKFMAANWDKDEGEINLLEDCSTMIINTACQCLFGEDLRKRLDARRFAQLLAKMESSLIPAAVFLPILLKLPLPQSARCHEARTELQKILSEIIIARKEEEVNKDSSTSDLLSGLLSAVYRDGTPMSLHEVCGMIVAAMFAGQHTSSITTTWSMLHLMHPANVKHLEALRKEIEEFPAQLNYNNVMDEMPFAERCARESIRRDPPLLMLMRKVMADVKVGSYVVPKGDIIACSPLLSHHDEEAFPEPRRWDPERDEKVEGAFIGFGAGVHKCIGQKFGLLQVKTILATAFRSYDFQLLRDEVPDPDYHTMVVGPTASQCRVKYIRRKAAAA. The pKd is 5.7.